From a dataset of Peptide-MHC class I binding affinity with 185,985 pairs from IEDB/IMGT. Regression. Given a peptide amino acid sequence and an MHC pseudo amino acid sequence, predict their binding affinity value. This is MHC class I binding data. (1) The peptide sequence is DLNSFEQLCI. The MHC is HLA-A02:06 with pseudo-sequence HLA-A02:06. The binding affinity (normalized) is 0. (2) The peptide sequence is AEQASQDVKNW. The MHC is HLA-A24:02 with pseudo-sequence HLA-A24:02. The binding affinity (normalized) is 0. (3) The peptide sequence is VQRQIQVHA. The MHC is HLA-A02:06 with pseudo-sequence HLA-A02:06. The binding affinity (normalized) is 0.190. (4) The peptide sequence is VGFPTHRHI. The MHC is HLA-A23:01 with pseudo-sequence HLA-A23:01. The binding affinity (normalized) is 0.237.